Dataset: Catalyst prediction with 721,799 reactions and 888 catalyst types from USPTO. Task: Predict which catalyst facilitates the given reaction. Reactant: [CH3:1][O:2][C:3]1[CH:28]=[CH:27][C:6]([CH2:7][N:8]2[C:13](=[O:14])[CH2:12][C@@H:11]([C:15]3[CH:20]=[C:19]([F:21])[C:18]([F:22])=[CH:17][C:16]=3[F:23])[C@H:10](C(O)=O)[CH2:9]2)=[CH:5][CH:4]=1.C([N:31]([CH2:34]C)CC)C.C1(P(N=[N+]=[N-])(C2C=CC=CC=2)=[O:43])C=CC=CC=1.[CH2:53]([OH:60])[C:54]1[CH:59]=[CH:58][CH:57]=[CH:56][CH:55]=1. Product: [CH3:1][O:2][C:3]1[CH:28]=[CH:27][C:6]([CH2:7][N:8]2[C:13](=[O:14])[CH2:12][C@@H:11]([C:15]3[CH:20]=[C:19]([F:21])[C:18]([F:22])=[CH:17][C:16]=3[F:23])[C@H:10]([NH:31][C:34](=[O:43])[O:60][CH2:53][C:54]3[CH:59]=[CH:58][CH:57]=[CH:56][CH:55]=3)[CH2:9]2)=[CH:5][CH:4]=1. The catalyst class is: 11.